From a dataset of Forward reaction prediction with 1.9M reactions from USPTO patents (1976-2016). Predict the product of the given reaction. (1) The product is: [F:1][C:2]1[CH:3]=[CH:4][C:5]([CH2:8][C:10]2[S:11][CH:12]=[CH:13][C:14]=2[CH2:15][CH2:16][N:17]2[CH2:18][CH2:19][CH2:20][CH2:21]2)=[CH:6][CH:7]=1. Given the reactants [F:1][C:2]1[CH:7]=[CH:6][C:5]([CH:8]([C:10]2[S:11][CH:12]=[CH:13][C:14]=2[CH2:15][CH2:16][N:17]2[CH2:21][CH2:20][CH2:19][CH2:18]2)O)=[CH:4][CH:3]=1.C[Si](I)(C)C.[I-].[Na+].Cl[Si](C)(C)C.[OH-].[Na+], predict the reaction product. (2) Given the reactants O[CH:2]([C:4]1[O:5][C:6](=[O:36])[C:7]2[C:12]([C:13]=1[C:14]1[S:18][C:17]([CH2:19][N:20]3[CH2:25][CH2:24][N:23]([C:26]([O:28][CH2:29][C:30]4[CH:35]=[CH:34][CH:33]=[CH:32][CH:31]=4)=[O:27])[CH2:22][CH2:21]3)=[CH:16][CH:15]=1)=[CH:11][CH:10]=[CH:9][CH:8]=2)[CH3:3].BrP(Br)Br.C(Cl)Cl.[F:44][C:45]1[CH:46]=[C:47]([C:53]2[C:61]3[C:56](=[N:57][CH:58]=[N:59][C:60]=3[NH2:62])[NH:55][N:54]=2)[CH:48]=[C:49]([O:51][CH3:52])[CH:50]=1.C(=O)([O-])[O-].[K+].[K+].[Br-], predict the reaction product. The product is: [NH2:62][C:60]1[N:59]=[CH:58][N:57]=[C:56]2[N:55]([CH:2]([C:4]3[O:5][C:6](=[O:36])[C:7]4[C:12]([C:13]=3[C:14]3[S:18][C:17]([CH2:19][N:20]5[CH2:21][CH2:22][N:23]([C:26]([O:28][CH2:29][C:30]6[CH:31]=[CH:32][CH:33]=[CH:34][CH:35]=6)=[O:27])[CH2:24][CH2:25]5)=[CH:16][CH:15]=3)=[CH:11][CH:10]=[CH:9][CH:8]=4)[CH3:3])[N:54]=[C:53]([C:47]3[CH:48]=[C:49]([O:51][CH3:52])[CH:50]=[C:45]([F:44])[CH:46]=3)[C:61]=12. (3) Given the reactants C([O:3][C:4](=[O:36])[C:5]([CH3:35])([C:29]1[CH:34]=[CH:33][CH:32]=[CH:31][CH:30]=1)[CH2:6][CH2:7][CH2:8][CH2:9][C:10](=[O:28])[CH2:11][CH2:12][CH2:13][CH2:14][C:15]([CH3:27])([C:21]1[CH:26]=[CH:25][CH:24]=[CH:23][CH:22]=1)[C:16]([O:18]CC)=[O:17])C.[OH-].[K+], predict the reaction product. The product is: [O:28]=[C:10]([CH2:11][CH2:12][CH2:13][CH2:14][C:15]([CH3:27])([C:21]1[CH:22]=[CH:23][CH:24]=[CH:25][CH:26]=1)[C:16]([OH:18])=[O:17])[CH2:9][CH2:8][CH2:7][CH2:6][C:5]([CH3:35])([C:29]1[CH:30]=[CH:31][CH:32]=[CH:33][CH:34]=1)[C:4]([OH:36])=[O:3]. (4) Given the reactants Br[C:2]1[C:3]2[CH:10]=[CH:9][NH:8][C:4]=2[N:5]=[N:6][CH:7]=1.O.C([NH:15][C:16]1[CH:21]=[CH:20][CH:19]=[CH:18][C:17]=1B(O)O)(=O)C.C([O-])([O-])=O.[K+].[K+], predict the reaction product. The product is: [N:5]1[C:4]2[NH:8][CH:9]=[CH:10][C:3]=2[C:2]([C:17]2[CH:18]=[CH:19][CH:20]=[CH:21][C:16]=2[NH2:15])=[CH:7][N:6]=1. (5) Given the reactants [Cl:1][C:2]1[CH:3]=[CH:4][C:5]2[N:11]3[CH:12]=[CH:13][CH:14]=[C:10]3[C@@H:9]([CH2:15][CH2:16][C:17](=O)[CH2:18][C:19](OCC)=[O:20])[O:8][C@H:7]([C:25]3[CH:30]=[CH:29][CH:28]=[C:27]([O:31][CH3:32])[C:26]=3[O:33][CH3:34])[C:6]=2[CH:35]=1.Cl.[NH:37]([CH2:39][C:40]([OH:42])=[O:41])[NH2:38].[CH2:43](N(CC)CC)[CH3:44].C(Cl)(Cl)Cl, predict the reaction product. The product is: [Cl:1][C:2]1[CH:3]=[CH:4][C:5]2[N:11]3[CH:12]=[CH:13][CH:14]=[C:10]3[C@@H:9]([CH2:15][CH2:16][C:17]3[CH2:18][C:19](=[O:20])[N:37]([CH2:39][C:40]([O:42][CH2:43][CH3:44])=[O:41])[N:38]=3)[O:8][C@H:7]([C:25]3[CH:30]=[CH:29][CH:28]=[C:27]([O:31][CH3:32])[C:26]=3[O:33][CH3:34])[C:6]=2[CH:35]=1. (6) Given the reactants Cl[C:2]([O:4][CH2:5][CH3:6])=[O:3].[Br:7][C:8]1[C:13]([N+:14]([O-:16])=[O:15])=[C:12]([NH2:17])[CH:11]=[C:10]([Br:18])[N:9]=1.C(N(CC)CC)C, predict the reaction product. The product is: [CH2:5]([O:4][C:2](=[O:3])[NH:17][C:12]1[CH:11]=[C:10]([Br:18])[N:9]=[C:8]([Br:7])[C:13]=1[N+:14]([O-:16])=[O:15])[CH3:6].